From a dataset of Catalyst prediction with 721,799 reactions and 888 catalyst types from USPTO. Predict which catalyst facilitates the given reaction. (1) Reactant: C([O:5][C:6]([C:8]1[CH:13]=[CH:12][C:11]([C:14]2[C:15]([CH3:56])([CH3:55])[C@H:16]3[C@:29]([CH3:32])([CH2:30][CH:31]=2)[C@@H:28]2[C@:19]([CH3:54])([C@@:20]4([CH3:53])[C@H:25]([CH2:26][CH2:27]2)[C@H:24]2[C@H:33]([C:36]([CH3:38])=[CH2:37])[CH2:34][CH2:35][C@:23]2([CH2:39][N:40]([CH2:48][CH2:49][N:50]([CH3:52])[CH3:51])[C:41](=[O:47])[CH2:42][CH2:43][C:44]([OH:46])=[O:45])[CH2:22][CH2:21]4)[CH2:18][CH2:17]3)=[CH:10][CH:9]=1)=[O:7])(C)(C)C.C(O)(C(F)(F)F)=O. Product: [C:44]([CH2:43][CH2:42][C:41]([N:40]([CH2:39][C@:23]12[CH2:35][CH2:34][C@@H:33]([C:36]([CH3:38])=[CH2:37])[C@@H:24]1[C@@H:25]1[C@@:20]([CH3:53])([CH2:21][CH2:22]2)[C@@:19]2([CH3:54])[C@@H:28]([C@:29]3([CH3:32])[C@@H:16]([CH2:17][CH2:18]2)[C:15]([CH3:56])([CH3:55])[C:14]([C:11]2[CH:10]=[CH:9][C:8]([C:6]([OH:7])=[O:5])=[CH:13][CH:12]=2)=[CH:31][CH2:30]3)[CH2:27][CH2:26]1)[CH2:48][CH2:49][N:50]([CH3:52])[CH3:51])=[O:47])([OH:46])=[O:45]. The catalyst class is: 2. (2) Reactant: Br[C:2]1[CH:11]=[CH:10][CH:9]=[C:8]2[C:3]=1[CH:4]=[CH:5][N:6]=[CH:7]2.[C:12](OC)(=[O:17])[C:13]([O:15][CH3:16])=[O:14]. Product: [CH3:16][O:15][C:13](=[O:14])[C:12]([C:2]1[CH:11]=[CH:10][CH:9]=[C:8]2[C:3]=1[CH:4]=[CH:5][N:6]=[CH:7]2)=[O:17]. The catalyst class is: 1. (3) The catalyst class is: 5. Product: [N:9]1([C:6]2[N:5]=[CH:4][N:3]=[C:2]([NH2:1])[CH:7]=2)[CH2:13][CH2:12][CH2:11][CH2:10]1. Reactant: [NH2:1][C:2]1[CH:7]=[C:6](Cl)[N:5]=[CH:4][N:3]=1.[NH:9]1[CH2:13][CH2:12][CH2:11][CH2:10]1. (4) Reactant: CCN(C(C)C)C(C)C.C1CN([P+](ON2N=NC3C=CC=CC2=3)(N2CCCC2)N2CCCC2)CC1.F[P-](F)(F)(F)(F)F.[NH2:43][CH2:44][C:45]([NH:47][CH2:48][C:49]([F:52])([F:51])[F:50])=[O:46].[Br:53][C:54]1[CH:62]=[C:61](/[CH:63]=[CH:64]/[CH:65]([C:70]2[CH:75]=[C:74]([Cl:76])[C:73]([OH:77])=[C:72]([Cl:78])[CH:71]=2)[C:66]([F:69])([F:68])[F:67])[CH:60]=[CH:59][C:55]=1[C:56](O)=[O:57]. Product: [Br:53][C:54]1[CH:62]=[C:61](/[CH:63]=[CH:64]/[CH:65]([C:70]2[CH:71]=[C:72]([Cl:78])[C:73]([OH:77])=[C:74]([Cl:76])[CH:75]=2)[C:66]([F:69])([F:68])[F:67])[CH:60]=[CH:59][C:55]=1[C:56]([NH:43][CH2:44][C:45](=[O:46])[NH:47][CH2:48][C:49]([F:52])([F:51])[F:50])=[O:57]. The catalyst class is: 2.